Dataset: Drug-induced liver injury (DILI) classification data. Task: Regression/Classification. Given a drug SMILES string, predict its toxicity properties. Task type varies by dataset: regression for continuous values (e.g., LD50, hERG inhibition percentage) or binary classification for toxic/non-toxic outcomes (e.g., AMES mutagenicity, cardiotoxicity, hepatotoxicity). Dataset: dili. The compound is NCC1OC(OC2C(CO)OC(OC3C(O)C(N)CC(N)C3OC3OC(CO)C(O)C(O)C3N)C2O)C(N)C(O)C1O. The result is 0 (no liver injury).